From a dataset of Catalyst prediction with 721,799 reactions and 888 catalyst types from USPTO. Predict which catalyst facilitates the given reaction. (1) Reactant: [Cl:1][C:2]1[C:3]([OH:17])=[C:4]([C:13]([O:15][CH3:16])=[O:14])[C:5]2[O:9][C:8]([CH2:10][CH3:11])=[CH:7][C:6]=2[CH:12]=1.FC(F)(F)S(O[C:24]1[CH:29]=[CH:28][CH:27]=[CH:26][C:25]=1[Si](C)(C)C)(=O)=O.[F-].[Cs+]. Product: [Cl:1][C:2]1[C:3]([O:17][C:24]2[CH:29]=[CH:28][CH:27]=[CH:26][CH:25]=2)=[C:4]([C:13]([O:15][CH3:16])=[O:14])[C:5]2[O:9][C:8]([CH2:10][CH3:11])=[CH:7][C:6]=2[CH:12]=1. The catalyst class is: 23. (2) Reactant: O[C:2]([C:5]1[CH:10]=[CH:9][C:8]([C:11]2[NH:16][C:15](=[O:17])[C:14]3=[CH:18][CH:19]=[CH:20][N:13]3[N:12]=2)=[CH:7][CH:6]=1)([CH3:4])[CH3:3].[N-:21]=[N+:22]=[N-:23].[Na+].FC(F)(F)C(O)=O.N. Product: [N:21]([C:2]([C:5]1[CH:10]=[CH:9][C:8]([C:11]2[NH:16][C:15](=[O:17])[C:14]3=[CH:18][CH:19]=[CH:20][N:13]3[N:12]=2)=[CH:7][CH:6]=1)([CH3:4])[CH3:3])=[N+:22]=[N-:23]. The catalyst class is: 46. (3) Reactant: [NH:1]1[C:9]2[C:4](=[C:5]([N:10]3[CH2:15][CH2:14][N:13]([C:16](=O)[C@H:17]([NH:25][CH:26]=O)[CH2:18][C:19]4[CH:24]=[CH:23][CH:22]=[CH:21][N:20]=4)[CH2:12][CH2:11]3)[CH:6]=[CH:7][CH:8]=2)[CH:3]=[CH:2]1.B(F)(F)F.CCOCC.B.C1COCC1.Cl. Product: [NH:1]1[C:9]2[C:4](=[C:5]([N:10]3[CH2:15][CH2:14][N:13]([CH2:16][C@H:17]([NH:25][CH3:26])[CH2:18][C:19]4[CH:24]=[CH:23][CH:22]=[CH:21][N:20]=4)[CH2:12][CH2:11]3)[CH:6]=[CH:7][CH:8]=2)[CH:3]=[CH:2]1. The catalyst class is: 1. (4) Reactant: [O:1]=[C:2]1[C@@H:8]([NH:9][C:10](=[O:16])[O:11][C:12]([CH3:15])([CH3:14])[CH3:13])[CH2:7][CH2:6][CH2:5][CH2:4][NH:3]1.[H-].[Na+].Cl.Cl[CH2:21][C:22]1[CH:23]=[N:24][CH:25]=[CH:26][CH:27]=1. Product: [O:1]=[C:2]1[C@@H:8]([NH:9][C:10](=[O:16])[O:11][C:12]([CH3:13])([CH3:15])[CH3:14])[CH2:7][CH2:6][CH2:5][CH2:4][N:3]1[CH2:21][C:22]1[CH:23]=[N:24][CH:25]=[CH:26][CH:27]=1. The catalyst class is: 3. (5) Reactant: [CH3:1][CH:2]([CH3:5])[CH2:3][SH:4].[CH3:6][C@H:7]1[C:25](=[O:26])[O:24][C@H:9]2[CH2:10][C@:11]3([CH3:23])[O:13][C@H:12]3[C@@H:14]3[O:16][C@@H:15]3[C:17]3[C:21](=[O:22])[O:20][C@@H:19]([C@H:8]12)[CH:18]=3.CN(C1C=CC=CN=1)C. Product: [OH:16][CH:14]1[CH:15]([S:4][CH2:3][CH:2]([CH3:5])[CH3:1])[C:17]2=[CH:18][CH:19]([O:20][C:21]2=[O:22])[CH:8]2[CH:9]([O:24][C:25](=[O:26])[CH:7]2[CH3:6])[CH2:10][C:11]2([CH3:23])[CH:12]1[O:13]2. The catalyst class is: 21. (6) Reactant: [Br:1][C:2]1[N:3]=[C:4]([NH:12][CH2:13][CH:14]([CH3:16])[CH3:15])[C:5]2[N:6]([C:8](I)=[CH:9][N:10]=2)[CH:7]=1.O.P([O-])([O-])([O-])=O.[K+].[K+].[K+].[CH:26]1([NH:29][C:30]([C:32]2[CH:37]=[CH:36][C:35](B(O)O)=[CH:34][CH:33]=2)=[O:31])[CH2:28][CH2:27]1. Product: [Br:1][C:2]1[N:3]=[C:4]([NH:12][CH2:13][CH:14]([CH3:16])[CH3:15])[C:5]2[N:6]([C:8]([C:35]3[CH:36]=[CH:37][C:32]([C:30]([NH:29][CH:26]4[CH2:27][CH2:28]4)=[O:31])=[CH:33][CH:34]=3)=[CH:9][N:10]=2)[CH:7]=1. The catalyst class is: 75.